Dataset: TCR-epitope binding with 47,182 pairs between 192 epitopes and 23,139 TCRs. Task: Binary Classification. Given a T-cell receptor sequence (or CDR3 region) and an epitope sequence, predict whether binding occurs between them. (1) The epitope is TEKSNIIRGW. The TCR CDR3 sequence is CASSQWGLPTDTQYF. Result: 0 (the TCR does not bind to the epitope). (2) The epitope is ATDALMTGY. The TCR CDR3 sequence is CASSLAPLAGGAFSYNEQFF. Result: 1 (the TCR binds to the epitope). (3) The epitope is KPLEFGATSAAL. The TCR CDR3 sequence is CASSHLDRGSYNEQFF. Result: 0 (the TCR does not bind to the epitope). (4) The epitope is IYSKHTPINL. The TCR CDR3 sequence is CASSQAGATRTDTQYF. Result: 0 (the TCR does not bind to the epitope). (5) The epitope is TLIGDCATV. The TCR CDR3 sequence is CASGDRGGGYTF. Result: 1 (the TCR binds to the epitope).